Binary Classification. Given a drug SMILES string, predict its activity (active/inactive) in a high-throughput screening assay against a specified biological target. From a dataset of HIV replication inhibition screening data with 41,000+ compounds from the AIDS Antiviral Screen. The compound is CCn1c2ccc(C(=O)CCCN(C)C)cc2c2cc(C(=O)CCCN(C)C)ccc21.O=C(O)C=CC(=O)O. The result is 0 (inactive).